Dataset: Full USPTO retrosynthesis dataset with 1.9M reactions from patents (1976-2016). Task: Predict the reactants needed to synthesize the given product. (1) Given the product [NH2:8][C:5]1[CH:4]=[CH:3][C:2]([Cl:1])=[CH:7][C:6]=1[C:22](=[O:23])[C:21]([F:31])([F:30])[F:20], predict the reactants needed to synthesize it. The reactants are: [Cl:1][C:2]1[CH:7]=[CH:6][C:5]([NH:8]C(=O)C(C)(C)C)=[CH:4][CH:3]=1.C([Li])CCC.[F:20][C:21]([F:31])([F:30])[C:22](N1CCOCC1)=[O:23]. (2) Given the product [CH:1]1([C:4]2[N:8]=[C:7]([C:9]3[C:10]4[CH2:28][CH2:27][CH2:26][CH2:25][C:11]=4[S:12][C:13]=3[NH:14][C:15]([C:29]3[CH2:34][CH2:33][CH2:32][CH2:31][C:30]=3[C:35]([OH:37])=[O:36])=[O:16])[O:6][N:5]=2)[CH2:3][CH2:2]1, predict the reactants needed to synthesize it. The reactants are: [CH:1]1([C:4]2[N:8]=[C:7]([C:9]3[C:10]4[CH2:28][CH2:27][CH2:26][CH2:25][C:11]=4[S:12][C:13]=3[NH:14][C:15](N3CCC[C@@H]3C(O)=O)=[O:16])[O:6][N:5]=2)[CH2:3][CH2:2]1.[C:29]12C(=O)[O:37][C:35](=[O:36])[C:30]=1[CH2:31][CH2:32][CH2:33][CH2:34]2. (3) Given the product [CH3:12][C:13]1([CH3:29])[O:17][C@@H:16]([C@H:18]2[O:22][C@@H:21]3[O:23][C:24]([CH3:27])([CH3:26])[O:25][C@@H:20]3[C@@H:19]2[OH:28])[CH2:15][O:14]1, predict the reactants needed to synthesize it. The reactants are: CS(C)=O.C(OC(=O)C)(=O)C.[CH3:12][C:13]1([CH3:29])[O:17][C@@H:16]([C@H:18]2[O:22][C@@H:21]3[O:23][C:24]([CH3:27])([CH3:26])[O:25][C@@H:20]3[C@H:19]2[OH:28])[CH2:15][O:14]1.C(OC(=O)C)(=O)C.